The task is: Regression. Given a peptide amino acid sequence and an MHC pseudo amino acid sequence, predict their binding affinity value. This is MHC class II binding data.. This data is from Peptide-MHC class II binding affinity with 134,281 pairs from IEDB. (1) The peptide sequence is TPESATPFPHRKGVL. The MHC is HLA-DPA10201-DPB10501 with pseudo-sequence HLA-DPA10201-DPB10501. The binding affinity (normalized) is 0.0955. (2) The peptide sequence is CGMFTNRSGSQQW. The MHC is DRB1_0901 with pseudo-sequence DRB1_0901. The binding affinity (normalized) is 0.133. (3) The peptide sequence is RNITGTSSTPEAVSL. The MHC is DRB1_1501 with pseudo-sequence DRB1_1501. The binding affinity (normalized) is 0.138. (4) The peptide sequence is ALFYKLDVVPID. The MHC is HLA-DPA10201-DPB10101 with pseudo-sequence HLA-DPA10201-DPB10101. The binding affinity (normalized) is 0.224. (5) The peptide sequence is TSSDDQITLIKTPSL. The MHC is DRB1_0301 with pseudo-sequence DRB1_0301. The binding affinity (normalized) is 0.474.